From a dataset of NCI-60 drug combinations with 297,098 pairs across 59 cell lines. Regression. Given two drug SMILES strings and cell line genomic features, predict the synergy score measuring deviation from expected non-interaction effect. (1) Drug 1: CNC(=O)C1=CC=CC=C1SC2=CC3=C(C=C2)C(=NN3)C=CC4=CC=CC=N4. Drug 2: CC1C(C(CC(O1)OC2CC(CC3=C2C(=C4C(=C3O)C(=O)C5=C(C4=O)C(=CC=C5)OC)O)(C(=O)C)O)N)O.Cl. Cell line: UACC62. Synergy scores: CSS=21.3, Synergy_ZIP=9.18, Synergy_Bliss=11.2, Synergy_Loewe=6.29, Synergy_HSA=11.8. (2) Drug 1: C1C(C(OC1N2C=C(C(=O)NC2=O)F)CO)O. Drug 2: CC(C)(C#N)C1=CC(=CC(=C1)CN2C=NC=N2)C(C)(C)C#N. Cell line: BT-549. Synergy scores: CSS=7.67, Synergy_ZIP=-5.48, Synergy_Bliss=-2.49, Synergy_Loewe=-2.53, Synergy_HSA=-2.01.